Dataset: Buchwald-Hartwig C-N cross coupling reaction yields with 55,370 reactions. Task: Predict the reaction yield, written as a fraction of the theoretical maximum amount of product (1.0 means a 100% yield; for example, 0.34 means a 34% yield). (1) No catalyst specified. The yield is 0.798. The product is Cc1ccc(Nc2ccccn2)cc1. The reactants are Ic1ccccn1.Cc1ccc(N)cc1.O=S(=O)(O[Pd]1c2ccccc2-c2ccccc2N~1)C(F)(F)F.COc1ccc(OC)c(P([C@]23C[C@H]4C[C@H](C[C@H](C4)C2)C3)[C@]23C[C@H]4C[C@H](C[C@H](C4)C2)C3)c1-c1c(C(C)C)cc(C(C)C)cc1C(C)C.CCN=P(N=P(N(C)C)(N(C)C)N(C)C)(N(C)C)N(C)C.Cc1cc(C)on1. (2) The product is Cc1ccc(Nc2cccnc2)cc1. The yield is 0.927. No catalyst specified. The reactants are Ic1cccnc1.Cc1ccc(N)cc1.O=S(=O)(O[Pd]1c2ccccc2-c2ccccc2N~1)C(F)(F)F.COc1ccc(OC)c(P([C@]23C[C@H]4C[C@H](C[C@H](C4)C2)C3)[C@]23C[C@H]4C[C@H](C[C@H](C4)C2)C3)c1-c1c(C(C)C)cc(C(C)C)cc1C(C)C.CN1CCCN2CCCN=C12.CCOC(=O)c1cc(C)on1. (3) The reactants are FC(F)(F)c1ccc(Cl)cc1.Cc1ccc(N)cc1.O=S(=O)(O[Pd]1c2ccccc2-c2ccccc2N~1)C(F)(F)F.COc1ccc(OC)c(P(C(C)(C)C)C(C)(C)C)c1-c1c(C(C)C)cc(C(C)C)cc1C(C)C.CN(C)C(=NC(C)(C)C)N(C)C.Fc1cccc(F)c1-c1ccno1. No catalyst specified. The product is Cc1ccc(Nc2ccc(C(F)(F)F)cc2)cc1. The yield is 0.0274. (4) The reactants are Ic1ccccn1.Cc1ccc(N)cc1.O=S(=O)(O[Pd]1c2ccccc2-c2ccccc2N~1)C(F)(F)F.CC(C)c1cc(C(C)C)c(-c2ccccc2P(C2CCCCC2)C2CCCCC2)c(C(C)C)c1.CCN=P(N=P(N(C)C)(N(C)C)N(C)C)(N(C)C)N(C)C.CCOC(=O)c1cc(OC)no1. No catalyst specified. The product is Cc1ccc(Nc2ccccn2)cc1. The yield is 0.479. (5) The reactants are Brc1ccccn1.Cc1ccc(N)cc1.O=S(=O)(O[Pd]1c2ccccc2-c2ccccc2N~1)C(F)(F)F.COc1ccc(OC)c(P(C(C)(C)C)C(C)(C)C)c1-c1c(C(C)C)cc(C(C)C)cc1C(C)C.CN1CCCN2CCCN=C12.CCOC(=O)c1cc(C)on1. The yield is 0.911. No catalyst specified. The product is Cc1ccc(Nc2ccccn2)cc1. (6) The reactants are Clc1cccnc1.Cc1ccc(N)cc1.O=S(=O)(O[Pd]1c2ccccc2-c2ccccc2N~1)C(F)(F)F.CC(C)c1cc(C(C)C)c(-c2ccccc2P(C2CCCCC2)C2CCCCC2)c(C(C)C)c1.CN1CCCN2CCCN=C12.Cc1cc(-n2cccc2)no1. No catalyst specified. The product is Cc1ccc(Nc2cccnc2)cc1. The yield is 0.0771. (7) The reactants are Ic1ccccn1.Cc1ccc(N)cc1.O=S(=O)(O[Pd]1c2ccccc2-c2ccccc2N~1)C(F)(F)F.CC(C)c1cc(C(C)C)c(-c2ccccc2P(C2CCCCC2)C2CCCCC2)c(C(C)C)c1.CN1CCCN2CCCN=C12.Cc1cc(-n2cccc2)no1. No catalyst specified. The product is Cc1ccc(Nc2ccccn2)cc1. The yield is 0.626. (8) The reactants are FC(F)(F)c1ccc(Cl)cc1.Cc1ccc(N)cc1.O=S(=O)(O[Pd]1c2ccccc2-c2ccccc2N~1)C(F)(F)F.COc1ccc(OC)c(P(C(C)(C)C)C(C)(C)C)c1-c1c(C(C)C)cc(C(C)C)cc1C(C)C.CCN=P(N=P(N(C)C)(N(C)C)N(C)C)(N(C)C)N(C)C.c1ccc2nocc2c1. No catalyst specified. The product is Cc1ccc(Nc2ccc(C(F)(F)F)cc2)cc1. The yield is 0.0289.